From a dataset of Reaction yield outcomes from USPTO patents with 853,638 reactions. Predict the reaction yield, written as a fraction of the theoretical maximum amount of product (1.0 means a 100% yield; for example, 0.34 means a 34% yield). (1) The reactants are [CH3:1][C:2]1[S:3][C:4]([CH2:8][C:9](O)=[O:10])=[C:5]([CH3:7])[N:6]=1.[H-].[H-].[H-].[H-].[Li+].[Al+3]. The catalyst is C1COCC1. The product is [CH3:1][C:2]1[S:3][C:4]([CH2:8][CH2:9][OH:10])=[C:5]([CH3:7])[N:6]=1. The yield is 0.850. (2) The product is [C:12]([O:16][CH:17]([O:21][C:22]([NH:11][CH2:10][C@H:2]1[CH2:3][CH2:4][C@H:5]([C:7]([OH:9])=[O:8])[CH2:6][CH2:1]1)=[O:23])[CH:18]([CH3:19])[CH3:20])(=[O:15])[CH2:13][CH3:14]. The catalyst is CC(OC)(C)C.CC(C)=O.O. The reactants are [CH2:1]1[CH2:6][C@H:5]([C:7]([OH:9])=[O:8])[CH2:4][CH2:3][C@H:2]1[CH2:10][NH2:11].[C:12]([O:16][CH:17]([O:21][C:22](ON1C(=O)CCC1=O)=[O:23])[CH:18]([CH3:20])[CH3:19])(=[O:15])[CH2:13][CH3:14]. The yield is 0.210. (3) The reactants are COC1C=CC(C[N:8]2[C:17](=[O:18])[C:16]3[C:11](=[CH:12][CH:13]=[C:14]([CH2:19][C:20]4[N:24]5[N:25]=[C:26]([C:29]6[CH:30]=[N:31][CH:32]=[CH:33][CH:34]=6)[CH:27]=[CH:28][C:23]5=[N:22][N:21]=4)[CH:15]=3)[N:10]=[CH:9]2)=CC=1.FC(F)(F)C(O)=O.C1(OC)C=CC=CC=1. No catalyst specified. The product is [N:31]1[CH:32]=[CH:33][CH:34]=[C:29]([C:26]2[CH:27]=[CH:28][C:23]3[N:24]([C:20]([CH2:19][C:14]4[CH:15]=[C:16]5[C:11](=[CH:12][CH:13]=4)[N:10]=[CH:9][NH:8][C:17]5=[O:18])=[N:21][N:22]=3)[N:25]=2)[CH:30]=1. The yield is 0.350. (4) The reactants are [F:1][C:2]([F:15])([F:14])[S:3]([O:6]S(C(F)(F)F)(=O)=O)(=[O:5])=[O:4].O[C:17]1[CH:18]=[C:19]([C:29]([O:31][CH2:32][CH3:33])=[O:30])[C:20]2[CH:25]=[N:24][N:23]([CH:26]([CH3:28])[CH3:27])[C:21]=2[N:22]=1.N1C=CC=CC=1.C([O-])(O)=O.[Na+]. The catalyst is C(Cl)Cl. The product is [CH:26]([N:23]1[C:21]2[N:22]=[C:17]([O:6][S:3]([C:2]([F:15])([F:14])[F:1])(=[O:5])=[O:4])[CH:18]=[C:19]([C:29]([O:31][CH2:32][CH3:33])=[O:30])[C:20]=2[CH:25]=[N:24]1)([CH3:28])[CH3:27]. The yield is 0.778. (5) The yield is 0.800. The reactants are [F:1][C:2]1[CH:3]=[CH:4][C:5]([O:15][CH3:16])=[C:6]([C:8]([CH3:14])([CH3:13])[CH2:9][C:10](=[O:12])[CH3:11])[CH:7]=1.[Br-:17].[Br-].[Br-].C([N+](C)(C)C)C1C=CC=CC=1.C([N+](C)(C)C)C1C=CC=CC=1.C([N+](C)(C)C)C1C=CC=CC=1. The catalyst is C(Cl)Cl.CO. The product is [Br:17][CH2:11][C:10](=[O:12])[CH2:9][C:8]([C:6]1[CH:7]=[C:2]([F:1])[CH:3]=[CH:4][C:5]=1[O:15][CH3:16])([CH3:13])[CH3:14].